This data is from Forward reaction prediction with 1.9M reactions from USPTO patents (1976-2016). The task is: Predict the product of the given reaction. (1) Given the reactants [C:1]([NH:5][C:6]1[N:7]=[C:8]([NH:20][C:21]2[CH:26]=[C:25]([O:27][CH:28]3[CH2:33][CH2:32][NH:31][CH2:30][CH2:29]3)[N:24]=[CH:23][N:22]=2)[CH:9]=[C:10]2[C:15]=1[C:14](=[O:16])[N:13]([CH2:17][CH2:18][OH:19])[CH:12]=[CH:11]2)([CH3:4])([CH3:3])[CH3:2].Br[CH2:35][CH2:36][O:37][CH3:38], predict the reaction product. The product is: [C:1]([NH:5][C:6]1[N:7]=[C:8]([NH:20][C:21]2[CH:26]=[C:25]([O:27][CH:28]3[CH2:33][CH2:32][N:31]([CH2:35][CH2:36][O:37][CH3:38])[CH2:30][CH2:29]3)[N:24]=[CH:23][N:22]=2)[CH:9]=[C:10]2[C:15]=1[C:14](=[O:16])[N:13]([CH2:17][CH2:18][OH:19])[CH:12]=[CH:11]2)([CH3:4])([CH3:2])[CH3:3]. (2) Given the reactants [CH3:1][N:2]1[C:7]2=[C:8]3[N:13]([C:14]([C:15]4[CH:20]=[CH:19][CH:18]=[CH:17][CH:16]=4)=[C:6]2[C:5](=[O:27])[N:4]([CH3:28])[C:3]1=[O:29])[CH2:12][CH2:11][CH:10]=[C:9]3[C:21]1[O:22][C:23]([CH3:26])=[CH:24][CH:25]=1.C([O-])=O.[NH4+], predict the reaction product. The product is: [CH3:1][N:2]1[C:7]2=[C:8]3[N:13]([C:14]([C:15]4[CH:20]=[CH:19][CH:18]=[CH:17][CH:16]=4)=[C:6]2[C:5](=[O:27])[N:4]([CH3:28])[C:3]1=[O:29])[CH2:12][CH2:11][CH2:10][CH:9]3[C:21]1[O:22][C:23]([CH3:26])=[CH:24][CH:25]=1. (3) Given the reactants O[CH:2]1[CH2:7][CH2:6][N:5]([C:8]([O:10][C:11]([CH3:14])([CH3:13])[CH3:12])=[O:9])[CH2:4][CH2:3]1.Br[C:16]1[CH:23]=[CH:22][C:19]([C:20]#[N:21])=[C:18]([O:24][CH3:25])[CH:17]=1, predict the reaction product. The product is: [C:20]([C:19]1[CH:22]=[CH:23][C:16]([CH:2]2[CH2:7][CH2:6][N:5]([C:8]([O:10][C:11]([CH3:14])([CH3:13])[CH3:12])=[O:9])[CH2:4][CH2:3]2)=[CH:17][C:18]=1[O:24][CH3:25])#[N:21]. (4) Given the reactants [C:1]([C:5]1[C:14]2[C:9](=[CH:10][C:11]([O:29][CH3:30])=[C:12](/[C:15](/[CH3:28])=[C:16](/[F:27])\[CH:17]=[CH:18]\[C:19](\[CH3:26])=[CH:20]\[C:21]([O:23]CC)=[O:22])[CH:13]=2)[O:8][C:7]([CH3:32])([CH3:31])[CH:6]=1)([CH3:4])([CH3:3])[CH3:2].[OH-].[Na+], predict the reaction product. The product is: [C:1]([C:5]1[C:14]2[C:9](=[CH:10][C:11]([O:29][CH3:30])=[C:12](/[C:15](/[CH3:28])=[C:16](/[F:27])\[CH:17]=[CH:18]\[C:19](\[CH3:26])=[CH:20]\[C:21]([OH:23])=[O:22])[CH:13]=2)[O:8][C:7]([CH3:32])([CH3:31])[CH:6]=1)([CH3:4])([CH3:2])[CH3:3]. (5) Given the reactants [CH2:1]([S:5][CH2:6][C:7]([C:10]1[N:11](S(C)(=O)=O)[C:12]2[C:17]([CH:18]=1)=[CH:16][C:15]([N+:19]([O-:21])=[O:20])=[C:14]([C:22]([F:25])([F:24])[F:23])[CH:13]=2)([OH:9])[CH3:8])[CH2:2][CH2:3][CH3:4].[OH-].[Na+], predict the reaction product. The product is: [CH2:1]([S:5][CH2:6][C:7]([C:10]1[NH:11][C:12]2[C:17]([CH:18]=1)=[CH:16][C:15]([N+:19]([O-:21])=[O:20])=[C:14]([C:22]([F:24])([F:25])[F:23])[CH:13]=2)([OH:9])[CH3:8])[CH2:2][CH2:3][CH3:4]. (6) Given the reactants [CH:1]1([N:6]2[C:10](=[O:11])[C:9]3[CH:12]=[CH:13][C:14]([OH:16])=[CH:15][C:8]=3[S:7]2)[CH2:5][CH2:4][CH2:3][CH2:2]1.Br[CH2:18][C:19]1[CH:20]=[C:21]([C:25]2[CH:30]=[CH:29][C:28]([C:31]([O:33]C)=[O:32])=[CH:27][CH:26]=2)[CH:22]=[CH:23][CH:24]=1, predict the reaction product. The product is: [CH:1]1([N:6]2[C:10](=[O:11])[C:9]3[CH:12]=[CH:13][C:14]([O:16][CH2:18][C:19]4[CH:20]=[C:21]([C:25]5[CH:30]=[CH:29][C:28]([C:31]([OH:33])=[O:32])=[CH:27][CH:26]=5)[CH:22]=[CH:23][CH:24]=4)=[CH:15][C:8]=3[S:7]2)[CH2:2][CH2:3][CH2:4][CH2:5]1. (7) Given the reactants [F:1][C:2]1[CH:3]=[C:4]([CH:9]=[CH:10][C:11]=1[C:12]1[CH:13]=[N:14][C:15]([O:18][CH2:19][CH:20]2[CH2:25][CH2:24][N:23]([CH2:26][C:27]3([C:31]([F:34])([F:33])[F:32])[CH2:30][CH2:29][CH2:28]3)[CH2:22][CH2:21]2)=[N:16][CH:17]=1)[C:5]([O:7]C)=[O:6].O[Li].O, predict the reaction product. The product is: [F:1][C:2]1[CH:3]=[C:4]([CH:9]=[CH:10][C:11]=1[C:12]1[CH:13]=[N:14][C:15]([O:18][CH2:19][CH:20]2[CH2:21][CH2:22][N:23]([CH2:26][C:27]3([C:31]([F:34])([F:32])[F:33])[CH2:28][CH2:29][CH2:30]3)[CH2:24][CH2:25]2)=[N:16][CH:17]=1)[C:5]([OH:7])=[O:6]. (8) Given the reactants C(P(C(C)(C)C)C(C)(C)C)(C)(C)C.C1CCCCC1.C(NC(C)C)(C)C.Br[C:28]1[CH:41]=[CH:40][C:31]([C:32]([C:34]2[CH:39]=[CH:38][CH:37]=[CH:36][CH:35]=2)=[O:33])=[CH:30][CH:29]=1.[C:42]1([C:48]#[CH:49])[CH:47]=[CH:46][CH:45]=[CH:44][CH:43]=1, predict the reaction product. The product is: [C:34]1([C:32]([C:31]2[CH:40]=[CH:41][C:28]([C:49]#[C:48][C:42]3[CH:47]=[CH:46][CH:45]=[CH:44][CH:43]=3)=[CH:29][CH:30]=2)=[O:33])[CH:39]=[CH:38][CH:37]=[CH:36][CH:35]=1.